Dataset: Catalyst prediction with 721,799 reactions and 888 catalyst types from USPTO. Task: Predict which catalyst facilitates the given reaction. Reactant: Cl[C:2]1[C:7]([C:8]([O:10][CH2:11][CH3:12])=[O:9])=[CH:6][N:5]=[C:4]([S:13][CH3:14])[N:3]=1.C(N(CC)CC)C.C1(C)C=CC(S(O)(=O)=O)=CC=1.[NH2:33][C@@H:34]1[CH2:38][CH2:37][O:36][CH2:35]1. Product: [CH2:11]([O:10][C:8]([C:7]1[C:2]([NH:33][C@@H:34]2[CH2:38][CH2:37][O:36][CH2:35]2)=[N:3][C:4]([S:13][CH3:14])=[N:5][CH:6]=1)=[O:9])[CH3:12]. The catalyst class is: 12.